This data is from Full USPTO retrosynthesis dataset with 1.9M reactions from patents (1976-2016). The task is: Predict the reactants needed to synthesize the given product. Given the product [C:6]([C:26]1[CH:27]=[CH:28][C:29]2[N:30]([C:32]([CH2:35][O:36][C:37]3[C:46]4[C:41](=[CH:42][C:43]([O:47][CH3:48])=[CH:44][CH:45]=4)[N:40]=[CH:39][CH:38]=3)=[N:33][N:34]=2)[CH:31]=1)#[CH:7], predict the reactants needed to synthesize it. The reactants are: F[B-](F)(F)F.[C:6]([PH+](C(C)(C)C)C(C)(C)C)(C)(C)[CH3:7].C[Si](C#C)(C)C.Br[C:26]1[CH:27]=[CH:28][C:29]2[N:30]([C:32]([CH2:35][O:36][C:37]3[C:46]4[C:41](=[CH:42][C:43]([O:47][CH3:48])=[CH:44][CH:45]=4)[N:40]=[CH:39][CH:38]=3)=[N:33][N:34]=2)[CH:31]=1.